From a dataset of Full USPTO retrosynthesis dataset with 1.9M reactions from patents (1976-2016). Predict the reactants needed to synthesize the given product. (1) The reactants are: [C:1]([O:5][C:6](=[O:19])[C:7]([S:10][C:11]1[S:12][CH:13]=[C:14]([CH2:16][CH2:17][OH:18])[N:15]=1)([CH3:9])[CH3:8])([CH3:4])([CH3:3])[CH3:2].[I:20][C:21]1[CH:26]=[CH:25][C:24](O)=[CH:23][CH:22]=1.C1(P(C2C=CC=CC=2)C2C=CC=CC=2)C=CC=CC=1.[N+](C(OCC)=O)(C(OCC)=O)=[N-]. Given the product [C:1]([O:5][C:6](=[O:19])[C:7]([S:10][C:11]1[S:12][CH:13]=[C:14]([CH2:16][CH2:17][O:18][C:24]2[CH:25]=[CH:26][C:21]([I:20])=[CH:22][CH:23]=2)[N:15]=1)([CH3:9])[CH3:8])([CH3:2])([CH3:4])[CH3:3], predict the reactants needed to synthesize it. (2) Given the product [CH3:29][S:26]([C:19]1[CH:20]=[C:21]2[C:16](=[CH:17][CH:18]=1)[NH:15][CH:14]([C:10]1[CH:9]=[C:8]([NH:7][C:4]([CH3:6])([CH3:5])[C:3]([OH:30])=[O:2])[CH:13]=[CH:12][CH:11]=1)[C:23]([CH3:25])([CH3:24])[CH2:22]2)(=[O:28])=[O:27], predict the reactants needed to synthesize it. The reactants are: C[O:2][C:3](=[O:30])[C:4]([NH:7][C:8]1[CH:13]=[CH:12][CH:11]=[C:10]([CH:14]2[C:23]([CH3:25])([CH3:24])[CH2:22][C:21]3[C:16](=[CH:17][CH:18]=[C:19]([S:26]([CH3:29])(=[O:28])=[O:27])[CH:20]=3)[NH:15]2)[CH:9]=1)([CH3:6])[CH3:5].Cl. (3) The reactants are: ClC1C=CC(OCC2C=CC=CC=2)=C(CC2SC=C(C3NC4C=CC=C(C=O)C=4N=3)N=2)C=1.[Cl:33][C:34]1[CH:35]=[CH:36][C:37]([O:58][CH2:59][CH:60]([CH3:62])[CH3:61])=[C:38]([CH2:40][C:41]2[S:42][CH:43]=[C:44]([C:46]3[NH:50][C:49]4[CH:51]=[CH:52][C:53]([CH2:55][CH2:56][OH:57])=[CH:54][C:48]=4[N:47]=3)[N:45]=2)[CH:39]=1. Given the product [Cl:33][C:34]1[CH:35]=[CH:36][C:37]([O:58][CH2:59][CH:60]([CH3:62])[CH3:61])=[C:38]([CH2:40][C:41]2[S:42][CH:43]=[C:44]([C:46]3[NH:50][C:49]4[CH:51]=[CH:52][C:53]([CH2:55][CH:56]=[O:57])=[CH:54][C:48]=4[N:47]=3)[N:45]=2)[CH:39]=1, predict the reactants needed to synthesize it. (4) Given the product [ClH:38].[F:25][C:22]1[CH:21]=[CH:20][C:19]([CH:18]([C:26]2[CH:27]=[CH:28][C:29]([F:32])=[CH:30][CH:31]=2)[NH:17][C:15](=[O:16])[CH2:14][CH:11]2[CH2:12][CH2:13][NH:8][CH2:9][CH2:10]2)=[CH:24][CH:23]=1, predict the reactants needed to synthesize it. The reactants are: C(OC([N:8]1[CH2:13][CH2:12][CH:11]([CH2:14][C:15]([NH:17][CH:18]([C:26]2[CH:31]=[CH:30][C:29]([F:32])=[CH:28][CH:27]=2)[C:19]2[CH:24]=[CH:23][C:22]([F:25])=[CH:21][CH:20]=2)=[O:16])[CH2:10][CH2:9]1)=O)(C)(C)C.CCOCC.[ClH:38].